Predict the reaction yield, written as a fraction of the theoretical maximum amount of product (1.0 means a 100% yield; for example, 0.34 means a 34% yield). From a dataset of Reaction yield outcomes from USPTO patents with 853,638 reactions. (1) The reactants are [Cl:1][C:2]1[CH:16]=[CH:15][C:5]([C:6]([C:8]2[CH:13]=[CH:12][C:11]([OH:14])=[CH:10][CH:9]=2)=[O:7])=[CH:4][CH:3]=1.[OH-:17].[Na+].C(Cl)(Cl)Cl.[OH2:23]. The catalyst is CC(C)=O.Cl. The product is [CH3:4][C:5]([O:14][C:11]1[CH:10]=[CH:9][C:8]([C:6]([C:5]2[CH:4]=[CH:3][C:2]([Cl:1])=[CH:16][CH:15]=2)=[O:7])=[CH:13][CH:12]=1)([C:15]([OH:23])=[O:17])[CH3:6]. The yield is 0.730. (2) The reactants are [C:1]([C:5]1[CH:13]=[CH:12][C:8]([C:9]([OH:11])=O)=[CH:7][CH:6]=1)([CH3:4])([CH3:3])[CH3:2].[NH2:14][C@@H:15]([CH2:20][C:21]1[CH:26]=[CH:25][C:24]([C:27]2[NH:28][CH:29]=[C:30]([C:32]3[CH:37]=[CH:36][C:35]([O:38][CH2:39][CH2:40][CH2:41][CH2:42][CH2:43][CH2:44][CH3:45])=[CH:34][CH:33]=3)[N:31]=2)=[CH:23][CH:22]=1)[C:16]([O:18][CH3:19])=[O:17].CN(C(ON1N=NC2C=CC=NC1=2)=[N+](C)C)C.F[P-](F)(F)(F)(F)F. The catalyst is CN(C=O)C.C(Cl)Cl. The product is [C:1]([C:5]1[CH:6]=[CH:7][C:8]([C:9]([NH:14][C@@H:15]([CH2:20][C:21]2[CH:22]=[CH:23][C:24]([C:27]3[NH:28][CH:29]=[C:30]([C:32]4[CH:33]=[CH:34][C:35]([O:38][CH2:39][CH2:40][CH2:41][CH2:42][CH2:43][CH2:44][CH3:45])=[CH:36][CH:37]=4)[N:31]=3)=[CH:25][CH:26]=2)[C:16]([O:18][CH3:19])=[O:17])=[O:11])=[CH:12][CH:13]=1)([CH3:2])([CH3:3])[CH3:4]. The yield is 0.170. (3) The reactants are C([O:8][N:9]1[C:15](=[O:16])[N:14]2[CH2:17][C@H:10]1[CH2:11][CH2:12][C@H:13]2[C:18]([NH:20][O:21][C@H:22]1[CH2:26][CH2:25][N:24]([C:27]([O:29][C:30]([CH3:33])([CH3:32])[CH3:31])=[O:28])[CH2:23]1)=[O:19])C1C=CC=CC=1. The catalyst is CO.[Pd]. The product is [OH:8][N:9]1[C:15](=[O:16])[N:14]2[CH2:17][C@H:10]1[CH2:11][CH2:12][C@H:13]2[C:18]([NH:20][O:21][C@H:22]1[CH2:26][CH2:25][N:24]([C:27]([O:29][C:30]([CH3:33])([CH3:32])[CH3:31])=[O:28])[CH2:23]1)=[O:19]. The yield is 1.00. (4) The reactants are [CH:1]1([C:4]2[CH:9]=[CH:8][CH:7]=[CH:6][C:5]=2[NH:10][C:11]([NH:13]/[N:14]=[CH:15]/[C:16]2[CH:21]=[CH:20][C:19]([C:22]3[N:26]=[CH:25][N:24]([C:27]4[CH:32]=[CH:31][C:30]([O:33][C:34]([F:37])([F:36])[F:35])=[CH:29][CH:28]=4)[N:23]=3)=[CH:18][CH:17]=2)=[S:12])[CH2:3][CH2:2]1.C([O-])(=O)C.[Na+].Br[CH:44]([CH3:49])[C:45](OC)=[O:46]. The catalyst is CCO.C(Cl)Cl. The product is [CH:1]1([C:4]2[CH:9]=[CH:8][CH:7]=[CH:6][C:5]=2[N:10]2[C:45](=[O:46])[CH:44]([CH3:49])[S:12]/[C:11]/2=[N:13]/[N:14]=[CH:15]\[C:16]2[CH:17]=[CH:18][C:19]([C:22]3[N:26]=[CH:25][N:24]([C:27]4[CH:28]=[CH:29][C:30]([O:33][C:34]([F:35])([F:37])[F:36])=[CH:31][CH:32]=4)[N:23]=3)=[CH:20][CH:21]=2)[CH2:3][CH2:2]1. The yield is 0.300. (5) The reactants are [NH:1]1[CH:5]=[C:4]([C:6]2[CH:11]=[C:10]([C:12]([O:14]C)=[O:13])[CH:9]=[CH:8][N:7]=2)[N:3]=[CH:2]1.[CH3:16][O:17][C:18]1[CH:26]=[CH:25][C:21]([CH2:22][CH2:23]Br)=[CH:20][CH:19]=1.[OH-].[Na+]. The catalyst is CO. The product is [CH3:16][O:17][C:18]1[CH:26]=[CH:25][C:21]([CH2:22][CH2:23][N:1]2[CH:5]=[C:4]([C:6]3[CH:11]=[C:10]([C:12]([OH:14])=[O:13])[CH:9]=[CH:8][N:7]=3)[N:3]=[CH:2]2)=[CH:20][CH:19]=1. The yield is 0.390. (6) The reactants are C[O:2][C:3](=[O:22])[CH2:4][NH:5][C:6]([C:8]1[C:13]([OH:14])=[CH:12][C:11]([C:15]2[CH:20]=[CH:19][CH:18]=[C:17]([Cl:21])[CH:16]=2)=[CH:10][N:9]=1)=[O:7].[OH-].[Na+].Cl. The catalyst is C1COCC1. The product is [Cl:21][C:17]1[CH:16]=[C:15]([C:11]2[CH:12]=[C:13]([OH:14])[C:8]([C:6]([NH:5][CH2:4][C:3]([OH:22])=[O:2])=[O:7])=[N:9][CH:10]=2)[CH:20]=[CH:19][CH:18]=1. The yield is 0.640. (7) The reactants are [C:1]([C@H:5]1[CH2:10][CH2:9][C@H:8]([O:11][C:12]2[C:13]([C:29]3[CH:34]=[CH:33][C:32]([O:35][C:36](F)(F)F)=[CH:31][CH:30]=3)=[C:14]3[C:19](=[CH:20][CH:21]=2)[CH:18]=[C:17]([C@:22]2([CH3:28])[CH2:26][O:25][C:24](=[O:27])[NH:23]2)[CH:16]=[CH:15]3)[CH2:7][CH2:6]1)([CH3:4])([CH3:3])[CH3:2].[CH2:40](OC1C=CC(B(O)O)=CC=1)C. No catalyst specified. The product is [C:1]([C@H:5]1[CH2:10][CH2:9][C@H:8]([O:11][C:12]2[C:13]([C:29]3[CH:34]=[CH:33][C:32]([O:35][CH2:36][CH3:40])=[CH:31][CH:30]=3)=[C:14]3[C:19](=[CH:20][CH:21]=2)[CH:18]=[C:17]([C@:22]2([CH3:28])[CH2:26][O:25][C:24](=[O:27])[NH:23]2)[CH:16]=[CH:15]3)[CH2:7][CH2:6]1)([CH3:4])([CH3:3])[CH3:2]. The yield is 0.700.